This data is from Full USPTO retrosynthesis dataset with 1.9M reactions from patents (1976-2016). The task is: Predict the reactants needed to synthesize the given product. (1) The reactants are: Br[CH2:2][C:3]1[NH:8][C:7]([C:9]2[S:10][CH:11]=[CH:12][N:13]=2)=[N:6][CH:5]([C:14]2[CH:19]=[CH:18][C:17]([F:20])=[CH:16][C:15]=2[Cl:21])[C:4]=1[C:22]([O:24][CH2:25][CH3:26])=[O:23].[NH:27]1[CH2:32][CH2:31][O:30][CH2:29][C@H:28]1[C:33]([OH:35])=[O:34]. Given the product [Cl:21][C:15]1[CH:16]=[C:17]([F:20])[CH:18]=[CH:19][C:14]=1[CH:5]1[N:6]=[C:7]([C:9]2[S:10][CH:11]=[CH:12][N:13]=2)[NH:8][C:3]([CH2:2][N:27]2[CH2:32][CH2:31][O:30][CH2:29][C@H:28]2[C:33]([OH:35])=[O:34])=[C:4]1[C:22]([O:24][CH2:25][CH3:26])=[O:23], predict the reactants needed to synthesize it. (2) The reactants are: Br[C:2]1[C:10]2[C:9]([N:11]3[CH2:16][CH2:15][CH:14]([NH:17][C:18](=[O:25])[C:19]4[CH:24]=[CH:23][CH:22]=[CH:21][CH:20]=4)[CH2:13][CH2:12]3)=[N:8][CH:7]=[N:6][C:5]=2[N:4]([S:26]([C:29]2[CH:34]=[CH:33][CH:32]=[CH:31][CH:30]=2)(=[O:28])=[O:27])[CH:3]=1.[CH3:35][N:36]1[CH:40]=[C:39](B2OC(C)(C)C(C)(C)O2)[CH:38]=[N:37]1.O.O.O.P([O-])([O-])([O-])=O.[K+].[K+].[K+].O. Given the product [CH3:35][N:36]1[CH2:40][CH:39]([C:2]2[C:10]3[C:9]([N:11]4[CH2:16][CH2:15][CH:14]([NH:17][C:18](=[O:25])[C:19]5[CH:24]=[CH:23][CH:22]=[CH:21][CH:20]=5)[CH2:13][CH2:12]4)=[N:8][CH:7]=[N:6][C:5]=3[N:4]([S:26]([C:29]3[CH:34]=[CH:33][CH:32]=[CH:31][CH:30]=3)(=[O:28])=[O:27])[CH:3]=2)[CH:38]=[N:37]1, predict the reactants needed to synthesize it.